From a dataset of Forward reaction prediction with 1.9M reactions from USPTO patents (1976-2016). Predict the product of the given reaction. (1) The product is: [F:15][C:14]([F:17])([F:16])[C:11]1[CH:12]=[CH:13][C:8]([O:18][C:19]2[CH:20]=[CH:21][C:22]([C:25]([O:27][CH2:28][CH3:29])=[O:26])=[CH:23][CH:24]=2)=[N:9][CH:10]=1. Given the reactants C(=O)([O-])[O-].[K+].[K+].Br[C:8]1[CH:13]=[CH:12][C:11]([C:14]([F:17])([F:16])[F:15])=[CH:10][N:9]=1.[OH:18][C:19]1[CH:24]=[CH:23][C:22]([C:25]([O:27][CH2:28][CH3:29])=[O:26])=[CH:21][CH:20]=1, predict the reaction product. (2) Given the reactants [C:1](Cl)(=[O:10])[C:2]1[NH:9][C:7](=[O:8])[NH:6][C:4](=[O:5])[CH:3]=1.[NH2:12][C@H:13]([C:17]([OH:19])=[O:18])[CH:14]([CH3:16])[CH3:15].C(=O)=O.CC(C)=O, predict the reaction product. The product is: [O:8]=[C:7]1[NH:9][C:2]([C:1]([NH:12][CH:13]([CH:14]([CH3:16])[CH3:15])[C:17]([OH:19])=[O:18])=[O:10])=[CH:3][C:4](=[O:5])[NH:6]1. (3) Given the reactants [F:1][CH2:2][CH2:3][O:4][C:5]1[CH:6]=[CH:7][C:8]([N+:15]([O-])=O)=[C:9]([CH2:11][C:12](O)=[O:13])[CH:10]=1, predict the reaction product. The product is: [F:1][CH2:2][CH2:3][O:4][C:5]1[CH:10]=[C:9]2[C:8](=[CH:7][CH:6]=1)[NH:15][C:12](=[O:13])[CH2:11]2. (4) The product is: [CH:28]([O:27][C:25]1[CH:24]=[C:5]([CH:4]=[C:3]([CH2:2][O:1][C:36]2[CH:37]=[CH:38][C:33]([C:32]([F:41])([F:40])[F:31])=[CH:34][CH:35]=2)[CH:26]=1)[CH2:6][O:7][C:8]1[CH:12]=[C:11]([CH2:13][CH2:14][C:15]([OH:17])=[O:16])[N:10]([C:18]2[CH:19]=[CH:20][CH:21]=[CH:22][CH:23]=2)[N:9]=1)([CH3:30])[CH3:29]. Given the reactants [OH:1][CH2:2][C:3]1[CH:4]=[C:5]([CH:24]=[C:25]([O:27][CH:28]([CH3:30])[CH3:29])[CH:26]=1)[CH2:6][O:7][C:8]1[CH:12]=[C:11]([CH2:13][CH2:14][C:15]([O-:17])=[O:16])[N:10]([C:18]2[CH:23]=[CH:22][CH:21]=[CH:20][CH:19]=2)[N:9]=1.[F:31][C:32]([F:41])([F:40])[C:33]1[CH:38]=[CH:37][C:36](O)=[CH:35][CH:34]=1.C(P(CCCC)CCCC)CCC.N(C(N1CCCCC1)=O)=NC(N1CCCCC1)=O.O1CCCC1CCO.[OH-].[Na+].Cl, predict the reaction product. (5) Given the reactants Cl[C:2]1[O:3][C:4]([C:8]2[CH:13]=[CH:12][C:11]([Cl:14])=[CH:10][CH:9]=2)=[C:5]([CH3:7])[N:6]=1.[C:15](#[N:17])[CH3:16], predict the reaction product. The product is: [Cl:14][C:11]1[CH:12]=[CH:13][C:8]([C:4]2[O:3][C:2]([NH:17][C:15]3[CH:13]=[CH:12][CH:11]=[C:10]4[C:16]=3[CH2:5][CH:4]([OH:3])[CH2:8][CH2:9]4)=[N:6][C:5]=2[CH3:7])=[CH:9][CH:10]=1.